From a dataset of Full USPTO retrosynthesis dataset with 1.9M reactions from patents (1976-2016). Predict the reactants needed to synthesize the given product. (1) Given the product [Br:1][C:2]1[CH:3]=[CH:4][CH:5]=[C:6]2[C:11]=1[CH:10]=[N:9][C:8]([O:12][CH3:16])=[CH:7]2, predict the reactants needed to synthesize it. The reactants are: [Br:1][C:2]1[CH:3]=[CH:4][CH:5]=[C:6]2[C:11]=1[CH:10]=[N:9][C:8]([OH:12])=[CH:7]2.IC.O.[C:16](OCC)(=O)C. (2) The reactants are: [CH3:1][N:2]1[C:6](O)=[CH:5][C:4]([C:8]2[CH:13]=[CH:12][CH:11]=[CH:10][N:9]=2)=[N:3]1.P(Br)(Br)([Br:16])=O. Given the product [Br:16][C:6]1[N:2]([CH3:1])[N:3]=[C:4]([C:8]2[CH:13]=[CH:12][CH:11]=[CH:10][N:9]=2)[CH:5]=1, predict the reactants needed to synthesize it. (3) Given the product [I:1][C:2]1[CH:9]=[CH:8][C:5](/[CH:6]=[CH:13]/[S:14]([CH2:17][S:18](/[CH:21]=[CH:22]/[C:5]2[CH:8]=[CH:9][C:2]([I:1])=[CH:3][CH:4]=2)(=[O:20])=[O:19])(=[O:16])=[O:15])=[CH:4][CH:3]=1, predict the reactants needed to synthesize it. The reactants are: [I:1][C:2]1[CH:9]=[CH:8][C:5]([CH:6]=O)=[CH:4][CH:3]=1.C([CH2:13][S:14]([CH2:17][S:18]([CH2:21][C:22](O)=O)(=[O:20])=[O:19])(=[O:16])=[O:15])(O)=O. (4) Given the product [CH2:11]([O:10][C@@H:9]1[C@@H:18]([O:19][CH2:20][C:21]2[CH:26]=[CH:25][CH:24]=[CH:23][CH:22]=2)[C@H:27]([O:28][CH2:29][C:30]2[CH:31]=[CH:32][CH:33]=[CH:34][CH:35]=2)[C@@H:36]([CH2:38][O:39][CH2:40][C:41]2[CH:42]=[CH:43][CH:44]=[CH:45][CH:46]=2)[S:37][CH:7]1[OH:8])[C:12]1[CH:13]=[CH:14][CH:15]=[CH:16][CH:17]=1, predict the reactants needed to synthesize it. The reactants are: O1CCCCC1[C:7]1([S:37][C@H:36]([CH2:38][O:39][CH2:40][C:41]2[CH:46]=[CH:45][CH:44]=[CH:43][CH:42]=2)[C@@H:27]([O:28][CH2:29][C:30]2[CH:35]=[CH:34][CH:33]=[CH:32][CH:31]=2)[C@H:18]([O:19][CH2:20][C:21]2[CH:26]=[CH:25][CH:24]=[CH:23][CH:22]=2)[C@H:9]1[O:10][CH2:11][C:12]1[CH:17]=[CH:16][CH:15]=[CH:14][CH:13]=1)[OH:8].C1(C)C=CC(S([O-])(=O)=O)=CC=1.[NH+]1C=CC=CC=1.